This data is from Full USPTO retrosynthesis dataset with 1.9M reactions from patents (1976-2016). The task is: Predict the reactants needed to synthesize the given product. Given the product [CH2:32]([N:15]1[C:16]([C:19]2[CH:24]=[CH:23][CH:22]=[CH:21][CH:20]=2)([C:25]2[CH:30]=[CH:29][CH:28]=[CH:27][CH:26]=2)[C:17](=[O:18])[N:13]([C:11]([C:1]2[C:10]3[C:5](=[CH:6][CH:7]=[CH:8][CH:9]=3)[CH:4]=[CH:3][CH:2]=2)=[O:12])[C:14]1=[O:31])[C:33]1[CH:38]=[CH:37][CH:36]=[CH:35][CH:34]=1, predict the reactants needed to synthesize it. The reactants are: [C:1]1([C:11]([N:13]2[C:17](=[O:18])[C:16]([C:25]3[CH:30]=[CH:29][CH:28]=[CH:27][CH:26]=3)([C:19]3[CH:24]=[CH:23][CH:22]=[CH:21][CH:20]=3)[NH:15][C:14]2=[O:31])=[O:12])[C:10]2[C:5](=[CH:6][CH:7]=[CH:8][CH:9]=2)[CH:4]=[CH:3][CH:2]=1.[CH2:32](Br)[C:33]1[CH:38]=[CH:37][CH:36]=[CH:35][CH:34]=1.C(=O)([O-])[O-].[K+].[K+].C(OCC)(=O)C.